This data is from Catalyst prediction with 721,799 reactions and 888 catalyst types from USPTO. The task is: Predict which catalyst facilitates the given reaction. (1) The catalyst class is: 75. Reactant: C(OC1C=CC([C:10]2[CH:15]=[CH:14][C:13]([CH2:16][CH2:17][CH2:18][C:19]3[N:23]([C:24]4[CH:29]=[CH:28][CH:27]=[CH:26][C:25]=4[F:30])[C:22](=[O:31])[N:21]([C:32]4[CH:37]=[CH:36][C:35]([C:38]([F:41])([F:40])[F:39])=[CH:34][CH:33]=4)[N:20]=3)=[CH:12][CH:11]=2)=CC=1CC(OC)=O)C.C([O-])(=O)C.[K+].[B:52]1([B:52]2[O:56][C:55]([CH3:58])([CH3:57])[C:54]([CH3:60])([CH3:59])[O:53]2)[O:56][C:55]([CH3:58])([CH3:57])[C:54]([CH3:60])([CH3:59])[O:53]1. Product: [F:30][C:25]1[CH:26]=[CH:27][CH:28]=[CH:29][C:24]=1[N:23]1[C:22](=[O:31])[N:21]([C:32]2[CH:33]=[CH:34][C:35]([C:38]([F:39])([F:40])[F:41])=[CH:36][CH:37]=2)[N:20]=[C:19]1[CH2:18][CH2:17][CH2:16][C:13]1[CH:14]=[CH:15][C:10]([B:52]2[O:56][C:55]([CH3:58])([CH3:57])[C:54]([CH3:60])([CH3:59])[O:53]2)=[CH:11][CH:12]=1. (2) Reactant: [C:1]([O:5][C:6]([C:8]1[C:9]([C:14]2[CH:19]=[CH:18][C:17]([CH2:20]Br)=[CH:16][CH:15]=2)=[CH:10][CH:11]=[CH:12][CH:13]=1)=[O:7])([CH3:4])([CH3:3])[CH3:2].[NH2:22][CH2:23][CH2:24][NH:25][C:26]([O:28][C:29]([CH3:32])([CH3:31])[CH3:30])=[O:27].C(=O)([O-])[O-].[K+].[K+]. Product: [C:1]([O:5][C:6]([C:8]1[C:9]([C:14]2[CH:19]=[CH:18][C:17]([CH2:20][NH:22][CH2:23][CH2:24][NH:25][C:26]([O:28][C:29]([CH3:32])([CH3:31])[CH3:30])=[O:27])=[CH:16][CH:15]=2)=[CH:10][CH:11]=[CH:12][CH:13]=1)=[O:7])([CH3:4])([CH3:3])[CH3:2]. The catalyst class is: 1. (3) Reactant: COC[O:4][C:5]1[CH:6]=[N:7][CH:8]=[CH:9][C:10]=1[CH2:11][CH2:12][CH2:13][OH:14].Cl. Product: [OH:4][C:5]1[CH:6]=[N:7][CH:8]=[CH:9][C:10]=1[CH2:11][CH2:12][CH2:13][OH:14]. The catalyst class is: 8. (4) Reactant: Br[C:2]1[CH:8]=[C:7]([C:9]([F:12])([F:11])[F:10])[CH:6]=[C:5]([Cl:13])[C:3]=1[NH2:4].[CH3:14]B1OB(C)OB(C)O1.C(=O)([O-])[O-].[K+].[K+].O. Product: [Cl:13][C:5]1[CH:6]=[C:7]([C:9]([F:12])([F:11])[F:10])[CH:8]=[C:2]([CH3:14])[C:3]=1[NH2:4]. The catalyst class is: 128.